This data is from Full USPTO retrosynthesis dataset with 1.9M reactions from patents (1976-2016). The task is: Predict the reactants needed to synthesize the given product. The reactants are: [C:1]1([C:7]2[S:8][CH2:9][CH:10]([C:12]([OH:14])=[O:13])[N:11]=2)[CH:6]=[CH:5][CH:4]=[CH:3][CH:2]=1.[CH3:15]I. Given the product [C:1]1([C:7]2[S:8][CH2:9][C:10]([CH3:15])([C:12]([OH:14])=[O:13])[N:11]=2)[CH:2]=[CH:3][CH:4]=[CH:5][CH:6]=1, predict the reactants needed to synthesize it.